From a dataset of Forward reaction prediction with 1.9M reactions from USPTO patents (1976-2016). Predict the product of the given reaction. The product is: [CH:24]([O:23][C:13]1[C:14]2[O:15][C:16]3[CH:22]=[CH:21][CH:20]=[CH:19][C:17]=3[C:18]=2[C:10]([C:8]([NH2:7]=[O:35])=[O:9])=[CH:11][CH:12]=1)([CH3:26])[CH3:25]. Given the reactants N1C=CC=C([NH:7][C:8]([C:10]2[C:18]3[C:17]4[CH:19]=[CH:20][CH:21]=[CH:22][C:16]=4[O:15][C:14]=3[C:13]([O:23][CH:24]([CH3:26])[CH3:25])=[CH:12][CH:11]=2)=[O:9])C=1.ClC1C=CC=C(C(OO)=[O:35])C=1, predict the reaction product.